From a dataset of Full USPTO retrosynthesis dataset with 1.9M reactions from patents (1976-2016). Predict the reactants needed to synthesize the given product. (1) The reactants are: [O:1]=[C:2]1[N:6]([C:7]2[CH:12]=[CH:11][CH:10]=[CH:9][CH:8]=2)[CH:5]([C:13](O)=[O:14])[CH2:4][N:3]1[S:16]([C:19]1[CH:24]=[CH:23][CH:22]=[CH:21][C:20]=1[C:25]([F:28])([F:27])[F:26])(=[O:18])=[O:17].FC([CH:33]1[CH2:38][NH:37][CH2:36][CH2:35][N:34]1[C:39]1[CH:44]=[CH:43][CH:42]=[CH:41][N:40]=1)(F)F. Given the product [C:7]1([N:6]2[CH:5]([C:13]([N:37]3[CH2:38][CH2:33][N:34]([C:39]4[C:44]([C:25]([F:28])([F:27])[F:26])=[CH:43][CH:42]=[CH:41][N:40]=4)[CH2:35][CH2:36]3)=[O:14])[CH2:4][N:3]([S:16]([C:19]3[CH:24]=[CH:23][CH:22]=[CH:21][C:20]=3[C:25]([F:27])([F:26])[F:28])(=[O:18])=[O:17])[C:2]2=[O:1])[CH:8]=[CH:9][CH:10]=[CH:11][CH:12]=1, predict the reactants needed to synthesize it. (2) Given the product [CH:11]1([C:9]([C:4]2[CH:5]=[C:6]([O:8][Si:19]([CH:26]([CH3:28])[CH3:27])([CH:23]([CH3:25])[CH3:24])[CH:20]([CH3:22])[CH3:21])[CH:7]=[C:2]([Cl:1])[C:3]=2[OH:17])=[O:10])[CH2:16][CH2:15][CH2:14][CH2:13][CH2:12]1, predict the reactants needed to synthesize it. The reactants are: [Cl:1][C:2]1[C:3]([OH:17])=[C:4]([C:9]([CH:11]2[CH2:16][CH2:15][CH2:14][CH2:13][CH2:12]2)=[O:10])[CH:5]=[C:6]([OH:8])[CH:7]=1.Cl[Si:19]([CH:26]([CH3:28])[CH3:27])([CH:23]([CH3:25])[CH3:24])[CH:20]([CH3:22])[CH3:21]. (3) Given the product [CH3:1][C:2]1[CH2:8][C@H:7]([C@H:9]([C@@H:11]2[C@@:15]3([CH3:32])[CH2:16][CH2:17][C@@H:18]4[C@@:23]5([CH3:30])[C:24]([CH:26]=[CH:27][C:28](=[O:29])[C@@:22]65[O:31][C@@H:21]6[CH2:20][C@H:19]4[C@@H:14]3[CH2:13][CH2:12]2)=[O:25])[CH3:10])[O:6][C:4](=[O:5])[C:3]=1[CH2:33][OH:34], predict the reactants needed to synthesize it. The reactants are: [CH3:1][C:2]1[CH2:8][C@@H:7]([C@H:9]([C@@H:11]2[C@@:15]3([CH3:32])[CH2:16][CH2:17][C@@H:18]4[C@@:23]5([CH3:30])[C:24]([CH:26]=[CH:27][C@H:28]([OH:29])[C@@:22]65[O:31][C@@H:21]6[CH2:20][C@H:19]4[C@@H:14]3[CH2:13][CH2:12]2)=[O:25])[CH3:10])[O:6][C:4](=[O:5])[C:3]=1[CH2:33][OH:34]. (4) Given the product [CH3:1][C:2]1[N:7]=[C:6]([C:8]2[CH:13]=[CH:12][CH:11]=[C:10]([C:14]3[CH:15]=[C:16]([S:20]([N:38]4[CH2:39][CH:36]([OH:35])[CH2:37]4)(=[O:22])=[O:21])[CH:17]=[CH:18][CH:19]=3)[N:9]=2)[CH:5]=[C:4]([C:24]2[CH:29]=[CH:28][C:27]([C:30]([F:33])([F:32])[F:31])=[CH:26][CH:25]=2)[CH:3]=1, predict the reactants needed to synthesize it. The reactants are: [CH3:1][C:2]1[N:7]=[C:6]([C:8]2[CH:13]=[CH:12][CH:11]=[C:10]([C:14]3[CH:15]=[C:16]([S:20](Cl)(=[O:22])=[O:21])[CH:17]=[CH:18][CH:19]=3)[N:9]=2)[CH:5]=[C:4]([C:24]2[CH:29]=[CH:28][C:27]([C:30]([F:33])([F:32])[F:31])=[CH:26][CH:25]=2)[CH:3]=1.Cl.[OH:35][CH:36]1[CH2:39][NH:38][CH2:37]1.C(N(CC)CC)C. (5) Given the product [Cl:1][C:2]1[CH:10]=[CH:9][C:8]2[N:7](/[CH:31]=[C:32](/[C:34]3[CH:35]=[CH:36][C:37]([O:40][CH3:41])=[CH:38][CH:39]=3)\[CH3:33])[C:6]3[CH2:11][CH2:12][N:13]([CH3:16])[CH2:14][CH2:15][C:5]=3[C:4]=2[CH:3]=1, predict the reactants needed to synthesize it. The reactants are: [Cl:1][C:2]1[CH:10]=[CH:9][C:8]2[NH:7][C:6]3[CH2:11][CH2:12][N:13]([CH3:16])[CH2:14][CH2:15][C:5]=3[C:4]=2[CH:3]=1.CN(C=O)C.[O-]P([O-])([O-])=O.[K+].[K+].[K+].Br[CH:31]=[C:32]([C:34]1[CH:39]=[CH:38][C:37]([O:40][CH3:41])=[CH:36][CH:35]=1)[CH3:33]. (6) Given the product [CH3:1][O:2][C:3]1[CH:4]=[CH:5][C:6]([N:9]([CH3:26])[C:10]2[C:11]3[C:18]([CH3:19])=[CH:17][O:16][C:12]=3[N:13]=[CH:14][N:15]=2)=[CH:7][CH:8]=1, predict the reactants needed to synthesize it. The reactants are: [CH3:1][O:2][C:3]1[CH:8]=[CH:7][C:6]([NH:9][C:10]2[C:11]3[C:18]([CH3:19])=[CH:17][O:16][C:12]=3[N:13]=[CH:14][N:15]=2)=[CH:5][CH:4]=1.[H-].[Na+].S(OC)(O[CH3:26])(=O)=O.Cl. (7) Given the product [CH3:26][C:23]1[CH:22]=[CH:21][C:20]([S:17]([NH:16][C@@H:7]([C:6](=[O:27])[NH:5][CH:3]([CH3:4])[CH:2]=[O:1])[CH2:8][C:9]([O:11][C:12]([CH3:15])([CH3:13])[CH3:14])=[O:10])(=[O:19])=[O:18])=[CH:25][CH:24]=1, predict the reactants needed to synthesize it. The reactants are: [OH:1][CH2:2][CH:3]([NH:5][C:6](=[O:27])[C@H:7]([NH:16][S:17]([C:20]1[CH:25]=[CH:24][C:23]([CH3:26])=[CH:22][CH:21]=1)(=[O:19])=[O:18])[CH2:8][C:9]([O:11][C:12]([CH3:15])([CH3:14])[CH3:13])=[O:10])[CH3:4].CC(OI1(OC(C)=O)(OC(C)=O)OC(=O)C2C=CC=CC1=2)=O. (8) Given the product [OH:26][C:22]1[CH:21]=[C:20]([CH:25]=[CH:24][CH:23]=1)[NH:19][C:2]1[C:11]2[C:6](=[CH:7][CH:8]=[CH:9][CH:10]=2)[C:5]([CH2:12][C:13]2[CH:18]=[CH:17][N:16]=[CH:15][CH:14]=2)=[N:4][N:3]=1, predict the reactants needed to synthesize it. The reactants are: Cl[C:2]1[C:11]2[C:6](=[CH:7][CH:8]=[CH:9][CH:10]=2)[C:5]([CH2:12][C:13]2[CH:18]=[CH:17][N:16]=[CH:15][CH:14]=2)=[N:4][N:3]=1.[NH2:19][C:20]1[CH:21]=[C:22]([OH:26])[CH:23]=[CH:24][CH:25]=1. (9) Given the product [CH3:29][N:11]1[CH2:10][CH:9]([C:6]2[CH:7]=[CH:8][CH:3]=[CH:4][C:5]=2[C:60]([F:63])([F:62])[F:61])[C:18]2[C:13](=[CH:14][C:15]([O:19][CH2:20][CH2:21][CH2:22][N:23]3[CH2:28][CH2:27][CH2:26][CH2:25][CH2:24]3)=[CH:16][CH:17]=2)[CH2:12]1, predict the reactants needed to synthesize it. The reactants are: CO[C:3]1[CH:8]=[CH:7][C:6]([C:9](=O)[CH2:10][N:11]([CH3:29])[CH2:12][C:13]2[CH:18]=[CH:17][CH:16]=[C:15]([O:19][CH2:20][CH2:21][CH2:22][N:23]3[CH2:28][CH2:27][CH2:26][CH2:25][CH2:24]3)[CH:14]=2)=[CH:5][CH:4]=1.CNCC1C=CC=C(OCCCN2CCCCC2)C=1.BrCC(C1C=CC([C:60]([F:63])([F:62])[F:61])=CC=1)=O.